Dataset: Forward reaction prediction with 1.9M reactions from USPTO patents (1976-2016). Task: Predict the product of the given reaction. (1) Given the reactants [C:1]1([C:7]2[CH:8]=[C:9]([C:13]3[N:22]=[C:21]([NH:23][C:24]4[CH:25]=[C:26]5[C:30](=[CH:31][CH:32]=4)[N:29](C([O-])=O)[N:28]=[CH:27]5)[C:20]4[C:15](=[CH:16][C:17]([O:47][CH3:48])=[C:18]([O:36][CH2:37][CH2:38][N:39]5[CH2:45][CH2:44][CH2:43][N:42]([CH3:46])[CH2:41][CH2:40]5)[CH:19]=4)[N:14]=3)[CH:10]=[CH:11][CH:12]=2)[CH:6]=[CH:5][CH:4]=[CH:3][CH:2]=1.Cl, predict the reaction product. The product is: [C:1]1([C:7]2[CH:8]=[C:9]([C:13]3[N:22]=[C:21]([NH:23][C:24]4[CH:25]=[C:26]5[C:30](=[CH:31][CH:32]=4)[NH:29][N:28]=[CH:27]5)[C:20]4[C:15](=[CH:16][C:17]([O:47][CH3:48])=[C:18]([O:36][CH2:37][CH2:38][N:39]5[CH2:45][CH2:44][CH2:43][N:42]([CH3:46])[CH2:41][CH2:40]5)[CH:19]=4)[N:14]=3)[CH:10]=[CH:11][CH:12]=2)[CH:6]=[CH:5][CH:4]=[CH:3][CH:2]=1. (2) Given the reactants [NH2:1][C:2]1[CH:10]=[CH:9][CH:8]=[C:7]2[C:3]=1[C:4](=[O:29])[N:5]([C@@H:12]([C:18]1[CH:23]=[CH:22][C:21]([O:24]C)=[C:20]([O:26][CH2:27][CH3:28])[CH:19]=1)[CH2:13][S:14]([CH3:17])(=[O:16])=[O:15])[C:6]2=[O:11].I[Si](C)(C)C, predict the reaction product. The product is: [NH2:1][C:2]1[CH:10]=[CH:9][CH:8]=[C:7]2[C:3]=1[C:4](=[O:29])[N:5]([C@@H:12]([C:18]1[CH:23]=[CH:22][C:21]([OH:24])=[C:20]([O:26][CH2:27][CH3:28])[CH:19]=1)[CH2:13][S:14]([CH3:17])(=[O:16])=[O:15])[C:6]2=[O:11]. (3) Given the reactants [Br:1][C:2]1[CH:3]=[N:4][CH:5]=[C:6]([CH:11]=1)[C:7]([NH:9][NH2:10])=[O:8].[F:12][CH:13]([F:22])[C:14]([O:16]C(=O)C(F)F)=[O:15], predict the reaction product. The product is: [F:12][CH:13]([F:22])[C:14]([OH:16])=[O:15].[Br:1][C:2]1[CH:11]=[C:6]([C:7]2[O:8][C:14]([CH:13]([F:22])[F:12])=[N:10][N:9]=2)[CH:5]=[N:4][CH:3]=1. (4) The product is: [Cl:1][C:2]1[CH:3]=[N+:4]([O-:29])[CH:5]=[CH:6][C:7]=1[C:8]1[O:9][C:10]2[CH:16]=[CH:15][C:14]([C:17]([F:18])([F:19])[F:20])=[CH:13][C:11]=2[CH:12]=1. Given the reactants [Cl:1][C:2]1[CH:3]=[N:4][CH:5]=[CH:6][C:7]=1[C:8]1[O:9][C:10]2[CH:16]=[CH:15][C:14]([C:17]([F:20])([F:19])[F:18])=[CH:13][C:11]=2[CH:12]=1.ClC1C=CC=C(C(OO)=[O:29])C=1, predict the reaction product. (5) The product is: [Cl:1][C:2]1[CH:3]=[C:4]2[C:9](=[CH:10][CH:11]=1)[C@:8]([CH2:17][O:18][C:30]1[CH:42]=[CH:41][C:33]([C:34]([O:36][C:37]([CH3:38])([CH3:39])[CH3:40])=[O:35])=[CH:32][C:31]=1[N+:43]([O-:45])=[O:44])([CH:12]([O:15][CH3:16])[O:13][CH3:14])[CH2:7][CH2:6][CH2:5]2. Given the reactants [Cl:1][C:2]1[CH:3]=[C:4]2[C:9](=[CH:10][CH:11]=1)[C@:8]([CH2:17][OH:18])([CH:12]([O:15][CH3:16])[O:13][CH3:14])[CH2:7][CH2:6][CH2:5]2.[Li+].C[Si]([N-][Si](C)(C)C)(C)C.F[C:30]1[CH:42]=[CH:41][C:33]([C:34]([O:36][C:37]([CH3:40])([CH3:39])[CH3:38])=[O:35])=[CH:32][C:31]=1[N+:43]([O-:45])=[O:44], predict the reaction product. (6) The product is: [F:48][C:45]([F:46])([F:47])[C:43]1[CH:42]=[C:9]([CH:8]=[C:7]([C:6]([F:5])([F:49])[F:50])[CH:44]=1)[CH2:10][N:11]([C@H:18]1[CH2:24][CH2:23][CH2:22][N:21]([CH2:25][CH:26]2[CH2:27][CH2:28][N:29]([CH3:1])[CH2:30][CH2:31]2)[C:20]2[C:32]([CH3:41])=[C:33]([C:37]([F:38])([F:39])[F:40])[C:34]([CH3:36])=[CH:35][C:19]1=2)[C:12]1[N:13]=[N:14][N:15]([CH3:17])[N:16]=1. Given the reactants [C:1](O)(=O)C.[F:5][C:6]([F:50])([F:49])[C:7]1[CH:8]=[C:9]([CH:42]=[C:43]([C:45]([F:48])([F:47])[F:46])[CH:44]=1)[CH2:10][N:11]([C@H:18]1[CH2:24][CH2:23][CH2:22][N:21]([CH2:25][CH:26]2[CH2:31][CH2:30][NH:29][CH2:28][CH2:27]2)[C:20]2[C:32]([CH3:41])=[C:33]([C:37]([F:40])([F:39])[F:38])[C:34]([CH3:36])=[CH:35][C:19]1=2)[C:12]1[N:13]=[N:14][N:15]([CH3:17])[N:16]=1.C=O.C([BH3-])#N.[Na+], predict the reaction product. (7) Given the reactants [F:1][C:2]([F:26])([F:25])[C:3]1[N:8]2[N:9]=[CH:10][C:11]([C:12](O)=[O:13])=[C:7]2[N:6]=[C:5]([C:15]2[CH:20]=[CH:19][C:18]([C:21]([F:24])([F:23])[F:22])=[CH:17][CH:16]=2)[CH:4]=1.[NH2:27][C:28]1[CH:29]=[C:30]([S:34]([NH:37][CH2:38][C:39]([CH3:42])([CH3:41])[CH3:40])(=[O:36])=[O:35])[CH:31]=[CH:32][CH:33]=1, predict the reaction product. The product is: [CH3:40][C:39]([CH3:42])([CH3:41])[CH2:38][NH:37][S:34]([C:30]1[CH:29]=[C:28]([NH:27][C:12]([C:11]2[CH:10]=[N:9][N:8]3[C:3]([C:2]([F:26])([F:25])[F:1])=[CH:4][C:5]([C:15]4[CH:20]=[CH:19][C:18]([C:21]([F:24])([F:22])[F:23])=[CH:17][CH:16]=4)=[N:6][C:7]=23)=[O:13])[CH:33]=[CH:32][CH:31]=1)(=[O:36])=[O:35]. (8) Given the reactants [CH2:1]([O:3][C:4](=[O:19])[NH:5][C:6](=[O:18])/[C:7](/[C:16]#[N:17])=[CH:8]\[C:9]1[CH:14]=[CH:13][C:12](Br)=[CH:11][CH:10]=1)[CH3:2].[O:20]1[CH:24]=[CH:23][CH:22]=[C:21]1B(O)O, predict the reaction product. The product is: [CH2:1]([O:3][C:4](=[O:19])[NH:5][C:6](=[O:18])/[C:7](/[C:16]#[N:17])=[CH:8]\[C:9]1[CH:14]=[CH:13][C:12]([C:21]2[O:20][CH:24]=[CH:23][CH:22]=2)=[CH:11][CH:10]=1)[CH3:2].